From a dataset of Catalyst prediction with 721,799 reactions and 888 catalyst types from USPTO. Predict which catalyst facilitates the given reaction. (1) Reactant: [Cl:1][C:2]1[CH:7]=[CH:6][C:5]([CH2:8][C:9]2[CH:14]=[CH:13][CH:12]=[CH:11][C:10]=2[C:15]2[C:16]([CH2:21][O:22]CC3C=CC(OC)=CC=3)=[N:17][O:18][C:19]=2[CH3:20])=[CH:4][CH:3]=1.C(Cl)Cl.C(C1C(=O)C(Cl)=C(Cl)C(=[O:40])C=1C#N)#N.C([O-])(O)=O.[Na+]. Product: [Cl:1][C:2]1[CH:7]=[CH:6][C:5]([C:8]([C:9]2[CH:14]=[CH:13][CH:12]=[CH:11][C:10]=2[C:15]2[C:16]([CH2:21][OH:22])=[N:17][O:18][C:19]=2[CH3:20])=[O:40])=[CH:4][CH:3]=1. The catalyst class is: 6. (2) Reactant: [F:1][C:2]([F:53])([F:52])[C:3]1[CH:4]=[C:5]([CH:49]=[CH:50][CH:51]=1)[CH2:6][NH:7][C:8]([C:10]1[CH:15]=[CH:14][N:13]=[C:12]([C:16]2[CH:21]=[C:20]([N:22]([CH2:26][CH2:27][CH3:28])[CH2:23][CH2:24][CH3:25])[CH:19]=[CH:18][C:17]=2[NH:29][C:30]([C:32]2[CH:33]=[C:34]([CH:46]=[CH:47][CH:48]=2)[CH2:35][S:36][CH2:37][CH2:38][C:39]([O:41]C(C)(C)C)=[O:40])=[O:31])[CH:11]=1)=[O:9].FC(F)(F)C(O)=O. Product: [CH2:26]([N:22]([CH2:23][CH2:24][CH3:25])[C:20]1[CH:19]=[CH:18][C:17]([NH:29][C:30]([C:32]2[CH:33]=[C:34]([CH:46]=[CH:47][CH:48]=2)[CH2:35][S:36][CH2:37][CH2:38][C:39]([OH:41])=[O:40])=[O:31])=[C:16]([C:12]2[CH:11]=[C:10]([C:8](=[O:9])[NH:7][CH2:6][C:5]3[CH:49]=[CH:50][CH:51]=[C:3]([C:2]([F:53])([F:1])[F:52])[CH:4]=3)[CH:15]=[CH:14][N:13]=2)[CH:21]=1)[CH2:27][CH3:28]. The catalyst class is: 4. (3) Reactant: [Cl:1][C:2]1[CH:9]=[CH:8][C:5]([CH:6]=[O:7])=[C:4]([F:10])[C:3]=1[OH:11].CN(C=O)C.[Si:17](Cl)([C:20]([CH3:23])([CH3:22])[CH3:21])([CH3:19])[CH3:18].N1C=CN=C1. Product: [Si:17]([O:11][C:3]1[C:4]([F:10])=[C:5]([CH:8]=[CH:9][C:2]=1[Cl:1])[CH:6]=[O:7])([C:20]([CH3:23])([CH3:22])[CH3:21])([CH3:19])[CH3:18]. The catalyst class is: 6. (4) The catalyst class is: 34. Reactant: Cl.[Br:2][C:3]1[CH:16]=[CH:15][C:6]([O:7][CH2:8][CH:9]2[CH2:14][CH2:13][NH:12][CH2:11][CH2:10]2)=[CH:5][CH:4]=1.[F:17][C:18]([F:26])([F:25])[C:19]1([C:22](O)=[O:23])[CH2:21][CH2:20]1.C(Cl)CCl.C1C=CC2N(O)N=NC=2C=1.CCN(C(C)C)C(C)C. Product: [Br:2][C:3]1[CH:4]=[CH:5][C:6]([O:7][CH2:8][CH:9]2[CH2:10][CH2:11][N:12]([C:22]([C:19]3([C:18]([F:26])([F:25])[F:17])[CH2:21][CH2:20]3)=[O:23])[CH2:13][CH2:14]2)=[CH:15][CH:16]=1. (5) Product: [CH:24]([N:25]1[CH2:30][CH2:29][N:28]([CH2:16][CH2:15][CH2:14][CH2:13][CH:11]2[O:10][N:9]=[C:8]([C:5]3[CH:6]=[CH:7][C:2]([F:1])=[CH:3][CH:4]=3)[CH2:12]2)[CH2:27][CH2:26]1)([C:31]1[CH:36]=[CH:35][CH:34]=[CH:33][CH:32]=1)[C:18]1[CH:23]=[CH:22][CH:21]=[CH:20][CH:19]=1. Reactant: [F:1][C:2]1[CH:7]=[CH:6][C:5]([C:8]2[CH2:12][CH:11]([CH2:13][CH2:14][CH2:15][CH:16]=O)[O:10][N:9]=2)=[CH:4][CH:3]=1.[C:18]1([CH:24]([C:31]2[CH:36]=[CH:35][CH:34]=[CH:33][CH:32]=2)[N:25]2[CH2:30][CH2:29][NH:28][CH2:27][CH2:26]2)[CH:23]=[CH:22][CH:21]=[CH:20][CH:19]=1.[BH-](OC(C)=O)(OC(C)=O)OC(C)=O.[Na+]. The catalyst class is: 2.